Dataset: NCI-60 drug combinations with 297,098 pairs across 59 cell lines. Task: Regression. Given two drug SMILES strings and cell line genomic features, predict the synergy score measuring deviation from expected non-interaction effect. (1) Drug 1: COC1=CC(=CC(=C1O)OC)C2C3C(COC3=O)C(C4=CC5=C(C=C24)OCO5)OC6C(C(C7C(O6)COC(O7)C8=CC=CS8)O)O. Drug 2: C1=NC(=NC(=O)N1C2C(C(C(O2)CO)O)O)N. Cell line: RPMI-8226. Synergy scores: CSS=63.8, Synergy_ZIP=4.30, Synergy_Bliss=5.05, Synergy_Loewe=0.296, Synergy_HSA=9.28. (2) Drug 1: C1=CC(=CC=C1C#N)C(C2=CC=C(C=C2)C#N)N3C=NC=N3. Drug 2: C1CN(P(=O)(OC1)NCCCl)CCCl. Cell line: HCC-2998. Synergy scores: CSS=4.19, Synergy_ZIP=4.86, Synergy_Bliss=7.53, Synergy_Loewe=-0.702, Synergy_HSA=2.50. (3) Drug 1: CC1=C2C(C(=O)C3(C(CC4C(C3C(C(C2(C)C)(CC1OC(=O)C(C(C5=CC=CC=C5)NC(=O)OC(C)(C)C)O)O)OC(=O)C6=CC=CC=C6)(CO4)OC(=O)C)OC)C)OC. Drug 2: CC1=C(C(CCC1)(C)C)C=CC(=CC=CC(=CC(=O)O)C)C. Cell line: UACC-257. Synergy scores: CSS=35.1, Synergy_ZIP=8.98, Synergy_Bliss=12.2, Synergy_Loewe=-3.78, Synergy_HSA=11.2. (4) Drug 1: CN(C)C1=NC(=NC(=N1)N(C)C)N(C)C. Drug 2: C1CC(C1)(C(=O)O)C(=O)O.[NH2-].[NH2-].[Pt+2]. Cell line: HOP-62. Synergy scores: CSS=13.4, Synergy_ZIP=-4.49, Synergy_Bliss=-0.729, Synergy_Loewe=-15.6, Synergy_HSA=-4.78.